This data is from Forward reaction prediction with 1.9M reactions from USPTO patents (1976-2016). The task is: Predict the product of the given reaction. (1) Given the reactants Br[C:2]1[CH:3]=[C:4]2[C:10]([C:11]3[CH:16]=[C:15]([CH2:17][CH3:18])[N:14]=[C:13]([NH2:19])[N:12]=3)=[CH:9][NH:8][C:5]2=[N:6][CH:7]=1.C[C:21]1[C:25](B2OC(C)(C)C(C)(C)O2)=[CH:24][NH:23][N:22]=1.[C:35]([O-])([O-])=O.[Na+].[Na+], predict the reaction product. The product is: [CH2:17]([C:15]1[CH:16]=[C:11]([C:10]2[C:4]3[C:5](=[N:6][CH:7]=[C:2]([C:25]4[CH:21]=[N:22][N:23]([CH3:35])[CH:24]=4)[CH:3]=3)[NH:8][CH:9]=2)[N:12]=[C:13]([NH2:19])[N:14]=1)[CH3:18]. (2) The product is: [CH:3]1([NH:8][C:9]2[N:14]3[N:15]=[C:16]([C:30]4[CH:31]=[CH:32][C:33]([F:36])=[CH:34][CH:35]=4)[C:17]([C:18]4[CH:23]=[CH:22][N:21]=[C:20]([NH:24][CH:25]5[CH2:29][CH2:28][CH2:27][CH2:26]5)[N:19]=4)=[C:13]3[CH:12]=[CH:11][C:10]=2[C:37]([N:44]2[CH2:48][CH2:47][CH2:46][CH2:45]2)=[O:39])[CH2:4][CH2:5][CH2:6][CH2:7]1. Given the reactants Cl.Cl.[CH:3]1([NH:8][C:9]2[N:14]3[N:15]=[C:16]([C:30]4[CH:35]=[CH:34][C:33]([F:36])=[CH:32][CH:31]=4)[C:17]([C:18]4[CH:23]=[CH:22][N:21]=[C:20]([NH:24][CH:25]5[CH2:29][CH2:28][CH2:27][CH2:26]5)[N:19]=4)=[C:13]3[CH:12]=[CH:11][C:10]=2[C:37]([OH:39])=O)[CH2:7][CH2:6][CH2:5][CH2:4]1.S(Cl)(Cl)=O.[NH:44]1[CH2:48][CH2:47][CH2:46][CH2:45]1, predict the reaction product.